From a dataset of Catalyst prediction with 721,799 reactions and 888 catalyst types from USPTO. Predict which catalyst facilitates the given reaction. (1) Reactant: [CH3:1][O:2][C:3]1[CH:8]=[CH:7][C:6]([C@@H:9]2[CH2:14][CH2:13][CH2:12][CH2:11][C@@H:10]2[N+:15]([O-])=O)=[CH:5][C:4]=1[O:18][CH3:19].C(O)(=O)C. Product: [CH3:1][O:2][C:3]1[CH:8]=[CH:7][C:6]([C@@H:9]2[CH2:14][CH2:13][CH2:12][CH2:11][C@@H:10]2[NH2:15])=[CH:5][C:4]=1[O:18][CH3:19]. The catalyst class is: 490. (2) Reactant: [C:1]([NH:8][C@H:9]([C:14]([OH:16])=O)[CH2:10][CH2:11][S:12][CH3:13])([O:3][C:4]([CH3:7])([CH3:6])[CH3:5])=[O:2].C[C@@H](O)[C@@H]1NC(=O)[C@H](CCN)NC(=O)[C@H](CCN)NC(=O)[C@H](CC(C)C)NC(=O)[C@@H](CC2C=CC=CC=2)NC(=O)[C@H](CCN)NC(=O)[C@@H](NC([C@@H](N)CCN)=O)CCNC1=O.OS(O)(=O)=O.CN(C(ON1N=NC2C=CC=NC1=2)=[N+](C)C)C.F[P-](F)(F)(F)(F)F.C(N(CC)C(C)C)(C)C.[CH3:116][C:117]([CH3:137])=[CH:118][CH2:119][CH2:120]/[C:121](/[CH3:136])=[CH:122]/[CH2:123][CH2:124]/[C:125](/[CH3:135])=[CH:126]/[CH2:127][S:128][CH2:129][C@H:130]([NH2:134])[C:131]([OH:133])=[O:132]. Product: [CH3:7][C:4]([CH3:5])([O:3][C:1](=[O:2])[NH:8][C@@H:9]([CH2:10][CH2:11][S:12][CH3:13])[C:14](=[O:16])[NH:134][C@H:130]([C:131]([OH:133])=[O:132])[CH2:129][S:128][CH2:127]/[CH:126]=[C:125](\[CH3:135])/[CH2:124][CH2:123]/[CH:122]=[C:121](\[CH3:136])/[CH2:120][CH2:119][CH:118]=[C:117]([CH3:137])[CH3:116])[CH3:6]. The catalyst class is: 2. (3) Reactant: CS(O[CH2:6][CH2:7][O:8][CH2:9][CH2:10][O:11][C:12]1[CH:17]=[CH:16][C:15]([C:18]#[N:19])=[CH:14][CH:13]=1)(=O)=O.[CH2:20]([NH:22][C:23]([N:25]1[CH2:32][CH:31]2[CH2:33][CH:27]([CH2:28][NH:29][CH2:30]2)[CH2:26]1)=[O:24])[CH3:21].C([O-])([O-])=O.[K+].[K+]. Product: [C:18]([C:15]1[CH:14]=[CH:13][C:12]([O:11][CH2:10][CH2:9][O:8][CH2:7][CH2:6][N:29]2[CH2:28][CH:27]3[CH2:33][CH:31]([CH2:32][N:25]([C:23]([NH:22][CH2:20][CH3:21])=[O:24])[CH2:26]3)[CH2:30]2)=[CH:17][CH:16]=1)#[N:19]. The catalyst class is: 23. (4) Reactant: C([O:3][C:4]([C:6]1[N:7]([C:12]2[CH:17]=[CH:16][C:15]([OH:18])=[CH:14][CH:13]=2)[N:8]=[C:9]([CH3:11])[CH:10]=1)=O)C.[H-].[Al+3].[Li+].[H-].[H-].[H-]. Product: [OH:3][CH2:4][C:6]1[N:7]([C:12]2[CH:17]=[CH:16][C:15]([OH:18])=[CH:14][CH:13]=2)[N:8]=[C:9]([CH3:11])[CH:10]=1. The catalyst class is: 7. (5) Reactant: [CH2:1]([N:8]1[C:13](=[O:14])[CH:12]=[CH:11][C:10]([N:15]2[C:23]3[C:18](=[CH:19][CH:20]=[CH:21][CH:22]=3)[CH2:17][C@H:16]2[C:24]([OH:26])=O)=[N:9]1)[C:2]1[CH:7]=[CH:6][CH:5]=[CH:4][CH:3]=1.[CH3:27][C@H:28]1[CH2:33][CH2:32][CH2:31][NH:30][CH2:29]1.Cl.C(N=C=NCCCN(C)C)C. Product: [CH2:1]([N:8]1[C:13](=[O:14])[CH:12]=[CH:11][C:10]([N:15]2[C:23]3[C:18](=[CH:19][CH:20]=[CH:21][CH:22]=3)[CH2:17][C@H:16]2[C:24]([N:30]2[CH2:31][CH2:32][CH2:33][C@H:28]([CH3:27])[CH2:29]2)=[O:26])=[N:9]1)[C:2]1[CH:7]=[CH:6][CH:5]=[CH:4][CH:3]=1. The catalyst class is: 17. (6) Reactant: [NH:1]1[C:9]2[C:4](=[CH:5][CH:6]=[CH:7][CH:8]=2)[C:3]([C:10]([OH:12])=[O:11])=[N:2]1.[CH3:13][Si](C=[N+]=[N-])(C)C.CCCCCC. The catalyst class is: 36. Product: [NH:1]1[C:9]2[C:4](=[CH:5][CH:6]=[CH:7][CH:8]=2)[C:3]([C:10]([O:12][CH3:13])=[O:11])=[N:2]1.